Dataset: Peptide-MHC class I binding affinity with 185,985 pairs from IEDB/IMGT. Task: Regression. Given a peptide amino acid sequence and an MHC pseudo amino acid sequence, predict their binding affinity value. This is MHC class I binding data. (1) The peptide sequence is QVKELGIAI. The MHC is HLA-A02:06 with pseudo-sequence HLA-A02:06. The binding affinity (normalized) is 0.240. (2) The peptide sequence is ALPPRAYAM. The MHC is HLA-A23:01 with pseudo-sequence HLA-A23:01. The binding affinity (normalized) is 0.218. (3) The peptide sequence is ETFKIDAVR. The binding affinity (normalized) is 0.269. The MHC is HLA-A11:01 with pseudo-sequence HLA-A11:01. (4) The peptide sequence is LQRNWSYGF. The MHC is HLA-A26:01 with pseudo-sequence HLA-A26:01. The binding affinity (normalized) is 0.0847. (5) The peptide sequence is RGRIGRTYL. The MHC is HLA-B15:01 with pseudo-sequence HLA-B15:01. The binding affinity (normalized) is 0.0847. (6) The peptide sequence is FWNCNVDRY. The MHC is HLA-A24:02 with pseudo-sequence HLA-A24:02. The binding affinity (normalized) is 0.0356.